Dataset: Forward reaction prediction with 1.9M reactions from USPTO patents (1976-2016). Task: Predict the product of the given reaction. The product is: [CH3:20][O:19][C:16]1[CH:15]=[C:14]([CH3:21])[C:13]([O:12][CH3:11])=[CH:18][C:17]=1[CH:9]=[O:10]. Given the reactants CN([CH:9]=[O:10])C1C=CC=CC=1.[CH3:11][O:12][C:13]1[CH:18]=[CH:17][C:16]([O:19][CH3:20])=[CH:15][C:14]=1[CH3:21], predict the reaction product.